This data is from Reaction yield outcomes from USPTO patents with 853,638 reactions. The task is: Predict the reaction yield, written as a fraction of the theoretical maximum amount of product (1.0 means a 100% yield; for example, 0.34 means a 34% yield). (1) The reactants are [CH2:1]([NH:6][C:7](=[O:13])[O:8][C:9]([CH3:12])([CH3:11])[CH3:10])[CH2:2][CH:3]([CH3:5])[CH3:4].[H-].[Na+].[H][H].I[CH2:19][CH3:20]. The catalyst is O1CCCC1.ClCCl. The product is [CH2:19]([N:6]([CH2:1][CH2:2][CH:3]([CH3:5])[CH3:4])[C:7](=[O:13])[O:8][C:9]([CH3:11])([CH3:10])[CH3:12])[CH3:20]. The yield is 0.240. (2) The catalyst is C(Cl)Cl.CC([O-])=O.CC([O-])=O.[Cu+2]. The yield is 0.570. The product is [C:1]([C:3]1[C:4]([C:25]2[CH:30]=[CH:29][C:28]([O:31][C:36]3[CH:37]=[CH:38][C:33]([F:32])=[CH:34][CH:35]=3)=[CH:27][CH:26]=2)=[N:5][N:6]2[CH:11]([C:12]3[CH:17]=[CH:16][CH:15]=[CH:14][C:13]=3[NH:18][C:19](=[O:24])[C:20]([F:22])([F:21])[F:23])[CH2:10][CH2:9][NH:8][C:7]=12)#[N:2]. The reactants are [C:1]([C:3]1[C:4]([C:25]2[CH:30]=[CH:29][C:28]([OH:31])=[CH:27][CH:26]=2)=[N:5][N:6]2[CH:11]([C:12]3[CH:17]=[CH:16][CH:15]=[CH:14][C:13]=3[NH:18][C:19](=[O:24])[C:20]([F:23])([F:22])[F:21])[CH2:10][CH2:9][NH:8][C:7]=12)#[N:2].[F:32][C:33]1[CH:38]=[CH:37][C:36](B(O)O)=[CH:35][CH:34]=1. (3) The reactants are [C:1]1([CH3:14])[CH:6]=[CH:5][C:4]([C:7]2([C:10]([O:12][CH3:13])=[O:11])[CH2:9][CH2:8]2)=[CH:3][CH:2]=1.[Br:15]N1C(=O)CCC1=O. The catalyst is C(Cl)(Cl)(Cl)Cl.C(Cl)Cl.C(OOC(=O)C1C=CC=CC=1)(=O)C1C=CC=CC=1. The product is [Br:15][CH2:14][C:1]1[CH:2]=[CH:3][C:4]([C:7]2([C:10]([O:12][CH3:13])=[O:11])[CH2:9][CH2:8]2)=[CH:5][CH:6]=1. The yield is 0.970. (4) The reactants are C[O:2][C:3]1[C:4]([CH3:39])=[C:5]([C:30]([O:37]C)=[C:31]([O:35][CH3:36])[C:32]=1[O:33][CH3:34])[CH2:6][C:7]1[CH:8]=[CH:9][C:10]([O:21][CH2:22][C:23]([O:25][C:26]([CH3:29])([CH3:28])[CH3:27])=[O:24])=[C:11]([CH:20]=1)[C:12]([N:14]1[CH2:19][CH2:18][O:17][CH2:16][CH2:15]1)=[O:13].O=[N+]([O-])[O-].[O-][N+](=O)[O-].[O-][N+](=O)[O-].[O-][N+](=O)[O-].[O-][N+](=O)[O-].[O-][N+](=O)[O-].[Ce+4].[NH4+].[NH4+]. The catalyst is C(#N)C.O. The product is [CH3:34][O:33][C:32]1[C:3](=[O:2])[C:4]([CH3:39])=[C:5]([CH2:6][C:7]2[CH:8]=[CH:9][C:10]([O:21][CH2:22][C:23]([O:25][C:26]([CH3:28])([CH3:27])[CH3:29])=[O:24])=[C:11]([CH:20]=2)[C:12]([N:14]2[CH2:15][CH2:16][O:17][CH2:18][CH2:19]2)=[O:13])[C:30](=[O:37])[C:31]=1[O:35][CH3:36]. The yield is 0.620. (5) The product is [C:16]([O:15][C:13]([N:20]1[CH2:25][CH2:24][CH:23]([NH:12][C:9]2[CH:10]=[CH:11][C:6]([O:5][CH2:4][CH2:3][O:2][CH3:1])=[CH:7][CH:8]=2)[CH2:22][CH2:21]1)=[O:14])([CH3:19])([CH3:17])[CH3:18]. No catalyst specified. The reactants are [CH3:1][O:2][CH2:3][CH2:4][O:5][C:6]1[CH:11]=[CH:10][C:9]([NH2:12])=[CH:8][CH:7]=1.[C:13]([N:20]1[CH2:25][CH2:24][C:23](=O)[CH2:22][CH2:21]1)([O:15][C:16]([CH3:19])([CH3:18])[CH3:17])=[O:14]. The yield is 0.860.